From a dataset of Full USPTO retrosynthesis dataset with 1.9M reactions from patents (1976-2016). Predict the reactants needed to synthesize the given product. (1) Given the product [CH2:37]([O:39][C:40]([CH:42]1[CH2:46][CH2:45][CH2:44][CH:43]1[N:47]([C:17](=[O:19])[CH2:16][C:11]1[NH:10][C:9]2[CH:20]=[CH:21][C:6]([NH:5][S:2]([CH3:1])(=[O:3])=[O:4])=[CH:7][C:8]=2[S:13](=[O:14])(=[O:15])[N:12]=1)[CH2:48][C:49]1[CH:54]=[CH:53][CH:52]=[CH:51][N:50]=1)=[O:41])[CH3:38], predict the reactants needed to synthesize it. The reactants are: [CH3:1][S:2]([NH:5][C:6]1[CH:21]=[CH:20][C:9]2[NH:10][C:11]([CH2:16][C:17]([OH:19])=O)=[N:12][S:13](=[O:15])(=[O:14])[C:8]=2[CH:7]=1)(=[O:4])=[O:3].C1(N=C=NC2CCCCC2)CCCCC1.[CH2:37]([O:39][C:40]([CH:42]1[CH2:46][CH2:45][CH2:44][CH:43]1[NH:47][CH2:48][C:49]1[CH:54]=[CH:53][CH:52]=[CH:51][N:50]=1)=[O:41])[CH3:38]. (2) Given the product [CH3:1][S:2]([C:5]1[CH:29]=[CH:28][C:8]([CH2:9][N:10]2[C:18]3[C:13](=[CH:14][C:15]([CH:19]=[C:20]4[S:24][C:23]([N:38]5[CH2:39][CH2:40][N:35]([CH3:34])[CH2:36][CH2:37]5)=[N:22][C:21]4=[O:27])=[CH:16][CH:17]=3)[CH:12]=[N:11]2)=[C:7]([C:30]([F:31])([F:32])[F:33])[CH:6]=1)(=[O:3])=[O:4], predict the reactants needed to synthesize it. The reactants are: [CH3:1][S:2]([C:5]1[CH:29]=[CH:28][C:8]([CH2:9][N:10]2[C:18]3[C:13](=[CH:14][C:15]([CH:19]=[C:20]4[S:24][C:23](SC)=[N:22][C:21]4=[O:27])=[CH:16][CH:17]=3)[CH:12]=[N:11]2)=[C:7]([C:30]([F:33])([F:32])[F:31])[CH:6]=1)(=[O:4])=[O:3].[CH3:34][N:35]1[CH2:40][CH2:39][NH:38][CH2:37][CH2:36]1.